Dataset: Full USPTO retrosynthesis dataset with 1.9M reactions from patents (1976-2016). Task: Predict the reactants needed to synthesize the given product. (1) Given the product [C:1]([O:9][CH:10]([I:13])[CH3:11])(=[O:8])[C:2]1[CH:7]=[CH:6][CH:5]=[CH:4][CH:3]=1, predict the reactants needed to synthesize it. The reactants are: [C:1]([O:9][CH:10](Cl)[CH3:11])(=[O:8])[C:2]1[CH:7]=[CH:6][CH:5]=[CH:4][CH:3]=1.[I-:13].[Na+]. (2) The reactants are: [F:1][C:2]1[CH:3]=[C:4]2[C:9](=[CH:10][C:11]=1[F:12])[N:8]=[CH:7][C:6]([C:13]#[N:14])=[C:5]2[SH:15].[CH3:16][O:17][C:18]1[CH:27]=[CH:26][C:21]([C:22](=[O:25])[CH2:23]Br)=[CH:20][CH:19]=1.[OH-].[Na+]. Given the product [NH2:14][C:13]1[C:6]2[CH:7]=[N:8][C:9]3[CH:10]=[C:11]([F:12])[C:2]([F:1])=[CH:3][C:4]=3[C:5]=2[S:15][C:23]=1[C:22]([C:21]1[CH:26]=[CH:27][C:18]([O:17][CH3:16])=[CH:19][CH:20]=1)=[O:25], predict the reactants needed to synthesize it. (3) The reactants are: [Cl-].O[NH3+:3].[C:4](=[O:7])([O-])[OH:5].[Na+].CS(C)=O.[F:13][C:14]1[CH:19]=[C:18]([CH2:20][C:21]2[C:22](=[O:45])[N:23]([C@H:33]3[CH2:38][CH2:37][C@H:36]([O:39][CH2:40][C:41]([OH:44])([CH3:43])[CH3:42])[CH2:35][CH2:34]3)[C:24]3[N:25]([N:30]=[CH:31][CH:32]=3)[C:26]=2[CH2:27][CH2:28][CH3:29])[CH:17]=[CH:16][C:15]=1[C:46]1[C:47]([C:52]#[N:53])=[CH:48][CH:49]=[CH:50][CH:51]=1. Given the product [F:13][C:14]1[CH:19]=[C:18]([CH2:20][C:21]2[C:22](=[O:45])[N:23]([C@H:33]3[CH2:38][CH2:37][C@H:36]([O:39][CH2:40][C:41]([OH:44])([CH3:42])[CH3:43])[CH2:35][CH2:34]3)[C:24]3[N:25]([N:30]=[CH:31][CH:32]=3)[C:26]=2[CH2:27][CH2:28][CH3:29])[CH:17]=[CH:16][C:15]=1[C:46]1[CH:51]=[CH:50][CH:49]=[CH:48][C:47]=1[C:52]1[NH:3][C:4](=[O:7])[O:5][N:53]=1, predict the reactants needed to synthesize it. (4) Given the product [C:20]1([NH:1][C:2]2[CH:3]=[C:4]([CH:15]=[CH:16][C:17]=2[O:18][CH3:19])[C:5]([NH:7][C:8]2[CH:9]=[CH:10][C:11]([F:14])=[CH:12][CH:13]=2)=[O:6])[CH:25]=[CH:24][CH:23]=[CH:22][CH:21]=1, predict the reactants needed to synthesize it. The reactants are: [NH2:1][C:2]1[CH:3]=[C:4]([CH:15]=[CH:16][C:17]=1[O:18][CH3:19])[C:5]([NH:7][C:8]1[CH:13]=[CH:12][C:11]([F:14])=[CH:10][CH:9]=1)=[O:6].[C:20]1([Bi]([C:20]2[CH:25]=[CH:24][CH:23]=[CH:22][CH:21]=2)[C:20]2[CH:25]=[CH:24][CH:23]=[CH:22][CH:21]=2)[CH:25]=[CH:24][CH:23]=[CH:22][CH:21]=1.C(N(CC)CC)C. (5) Given the product [F:19][C:13]1[CH:14]=[C:15]([F:18])[CH:16]=[CH:17][C:12]=1[O:11][C:8]1[CH:7]=[C:3]2[C:2](=[CH:10][CH:9]=1)[NH:1][C:21](=[O:22])[NH:6][C:4]2=[O:5], predict the reactants needed to synthesize it. The reactants are: [NH2:1][C:2]1[CH:10]=[CH:9][C:8]([O:11][C:12]2[CH:17]=[CH:16][C:15]([F:18])=[CH:14][C:13]=2[F:19])=[CH:7][C:3]=1[C:4]([NH2:6])=[O:5].N[C:21](N)=[O:22].O. (6) Given the product [CH2:24]([N:31]1[C:39]2[C:34](=[C:35]([NH:40][C:15]([C:12]3[N:9]4[CH:10]=[CH:11][C:6]([O:5][CH2:4][CH2:3][O:2][CH3:1])=[CH:7][C:8]4=[N:14][CH:13]=3)=[O:17])[CH:36]=[CH:37][CH:38]=2)[C:33]([CH:41]2[CH2:42][CH2:43]2)=[N:32]1)[C:25]1[CH:26]=[CH:27][CH:28]=[CH:29][CH:30]=1, predict the reactants needed to synthesize it. The reactants are: [CH3:1][O:2][CH2:3][CH2:4][O:5][C:6]1[CH:11]=[CH:10][N:9]2[C:12]([C:15]([OH:17])=O)=[CH:13][N:14]=[C:8]2[CH:7]=1.C(Cl)(=O)C(Cl)=O.[CH2:24]([N:31]1[C:39]2[CH:38]=[CH:37][CH:36]=[C:35]([NH2:40])[C:34]=2[C:33]([CH:41]2[CH2:43][CH2:42]2)=[N:32]1)[C:25]1[CH:30]=[CH:29][CH:28]=[CH:27][CH:26]=1.C(N(CC)CC)C. (7) Given the product [OH:1][CH:8]([N:3]1[C:4]2[C:14](=[C:13]([N+:10]([O-:12])=[O:11])[CH:22]=[CH:21][CH:5]=2)[CH:15]=[CH:16][CH2:2]1)[CH2:7][OH:6], predict the reactants needed to synthesize it. The reactants are: [OH2:1].[CH3:2][N+:3]1([O-])[CH2:8][CH2:7][O:6][CH2:5][CH2:4]1.[N+:10]([C:13]1[CH:22]=[CH:21]C=C2[C:14]=1[CH:15]=[CH:16]C(C=C)=N2)([O-:12])=[O:11].